This data is from Forward reaction prediction with 1.9M reactions from USPTO patents (1976-2016). The task is: Predict the product of the given reaction. (1) Given the reactants [CH3:1][C:2]1([CH3:31])[CH2:11][CH:10]=[C:9]([C:12]2[S:13][C:14]([CH3:17])=[CH:15][CH:16]=2)[C:8]2[CH:7]=[C:6]([C:18]#[C:19][C:20]3[CH:30]=[CH:29][C:23]([C:24]([O:26]CC)=[O:25])=[CH:22][CH:21]=3)[CH:5]=[CH:4][C:3]1=2.[OH-].[Na+].Cl, predict the reaction product. The product is: [CH3:1][C:2]1([CH3:31])[CH2:11][CH:10]=[C:9]([C:12]2[S:13][C:14]([CH3:17])=[CH:15][CH:16]=2)[C:8]2[CH:7]=[C:6]([C:18]#[C:19][C:20]3[CH:21]=[CH:22][C:23]([C:24]([OH:26])=[O:25])=[CH:29][CH:30]=3)[CH:5]=[CH:4][C:3]1=2. (2) Given the reactants C([O:4][C@@H:5]1[C@@H:11]([O:12]C(=O)C)[C@H:10]([O:16]C(=O)C)[C@@H:9]([CH2:20][O:21]C(=O)C)[O:8][C@@:6]1([C:25]1[CH:32]=[CH:31][C:28]([C:29]#[N:30])=[C:27]([CH2:33][C:34]2[CH:39]=[CH:38][C:37](I)=[CH:36][CH:35]=2)[CH:26]=1)[OH:7])(=O)C.[F:41][C:42]([Si](C)(C)C)([F:47])[C:43]([F:46])([F:45])[F:44].[F-].[K+].C([O-])(O)=O.[Na+], predict the reaction product. The product is: [OH:7][C@:6]1([C:25]2[CH:32]=[CH:31][C:28]([C:29]#[N:30])=[C:27]([CH2:33][C:34]3[CH:39]=[CH:38][C:37]([C:42]([F:47])([F:41])[C:43]([F:46])([F:45])[F:44])=[CH:36][CH:35]=3)[CH:26]=2)[O:8][C@H:9]([CH2:20][OH:21])[C@@H:10]([OH:16])[C@H:11]([OH:12])[C@H:5]1[OH:4].